From a dataset of Forward reaction prediction with 1.9M reactions from USPTO patents (1976-2016). Predict the product of the given reaction. (1) Given the reactants Br[C:2]1[S:3][C:4]2[CH:10]=[CH:9][C:8]([F:11])=[CH:7][C:5]=2[N:6]=1.[CH2:12]([O:14][C:15](=[O:26])[CH2:16][C:17]1[CH:22]=[C:21]([Cl:23])[C:20]([NH2:24])=[CH:19][C:18]=1[F:25])C.C([O-])(=O)C.C1(C)C=CC(S([O-])(=O)=O)=CC=1.[NH+]1C=CC=CC=1, predict the reaction product. The product is: [CH3:12][O:14][C:15](=[O:26])[CH2:16][C:17]1[CH:22]=[C:21]([Cl:23])[C:20]([NH:24][C:2]2[S:3][C:4]3[CH:10]=[CH:9][C:8]([F:11])=[CH:7][C:5]=3[N:6]=2)=[CH:19][C:18]=1[F:25]. (2) Given the reactants [H-].[Na+].[N:3]1([CH2:9][CH2:10][OH:11])[CH2:8][CH2:7][O:6][CH2:5][CH2:4]1.F[C:13]1[CH:22]=[C:21]2[C:16]([CH:17]=[C:18]([NH:27][C:28]3[CH:32]=[C:31]([CH3:33])[NH:30][N:29]=3)[N:19]=[C:20]2[O:23][CH:24]([CH3:26])[CH3:25])=[CH:15][C:14]=1[O:34][CH3:35], predict the reaction product. The product is: [CH:24]([O:23][C:20]1[C:21]2[C:16](=[CH:15][C:14]([O:34][CH3:35])=[C:13]([O:11][CH2:10][CH2:9][N:3]3[CH2:8][CH2:7][O:6][CH2:5][CH2:4]3)[CH:22]=2)[CH:17]=[C:18]([NH:27][C:28]2[CH:32]=[C:31]([CH3:33])[NH:30][N:29]=2)[N:19]=1)([CH3:26])[CH3:25]. (3) Given the reactants [Br:1][C:2]1[CH:7]=[CH:6][CH:5]=[C:4](F)[N:3]=1.Cl.[O:10]1[CH2:15][CH2:14][CH:13]([CH2:16][NH2:17])[CH2:12][CH2:11]1.CCN(CC)CC, predict the reaction product. The product is: [Br:1][C:2]1[N:3]=[C:4]([NH:17][CH2:16][CH:13]2[CH2:14][CH2:15][O:10][CH2:11][CH2:12]2)[CH:5]=[CH:6][CH:7]=1. (4) Given the reactants [CH2:1]([C:3]1([OH:11])[CH2:8][CH2:7][C:6]([F:10])([F:9])[CH2:5][CH2:4]1)[CH3:2].C(N(CC)CC)C.[C:19](Cl)(=[O:23])[C:20]([CH3:22])=[CH2:21], predict the reaction product. The product is: [C:19]([O:11][C:3]1([CH2:1][CH3:2])[CH2:4][CH2:5][C:6]([F:10])([F:9])[CH2:7][CH2:8]1)(=[O:23])[C:20]([CH3:22])=[CH2:21]. (5) Given the reactants [NH2:1][C:2]1[C:7]([CH3:8])=[CH:6][C:5]([N+:9]([O-:11])=[O:10])=[CH:4][N:3]=1.[C:12](=[O:15])([O-])[O-:13].[Cs+].[Cs+].O, predict the reaction product. The product is: [CH3:8][C:7]1[C:2]([NH:1][C:12](=[O:15])[O:13][C:7]([CH3:8])([CH3:2])[CH3:6])=[N:3][CH:4]=[C:5]([N+:9]([O-:11])=[O:10])[CH:6]=1. (6) Given the reactants C([O:8][C:9]([C:11]1[N:19]2[C:14]([CH:15]=[CH:16][CH:17]=[CH:18]2)=[C:13]([NH:20][C:21]([N:23]2[CH2:27][CH2:26][CH2:25][C@H:24]2[C:28](=[O:41])[NH:29][C:30]2[CH:35]=[CH:34][CH:33]=[C:32]([O:36][C:37]([F:40])([F:39])[F:38])[CH:31]=2)=[O:22])[CH:12]=1)=[O:10])C1C=CC=CC=1, predict the reaction product. The product is: [F:40][C:37]([F:38])([F:39])[O:36][C:32]1[CH:31]=[C:30]([NH:29][C:28]([C@@H:24]2[CH2:25][CH2:26][CH2:27][N:23]2[C:21]([NH:20][C:13]2[CH:12]=[C:11]([C:9]([OH:10])=[O:8])[N:19]3[C:14]=2[CH:15]=[CH:16][CH:17]=[CH:18]3)=[O:22])=[O:41])[CH:35]=[CH:34][CH:33]=1.